Dataset: Full USPTO retrosynthesis dataset with 1.9M reactions from patents (1976-2016). Task: Predict the reactants needed to synthesize the given product. (1) Given the product [C:1]([O:5][CH:6]([C:11]1[C:16]([C:17]([F:19])([F:18])[F:20])=[CH:15][CH:14]=[C:13]([C:41]2[CH:46]=[CH:45][CH:44]=[C:43]([CH2:47][CH2:48][CH3:49])[N:42]=2)[C:12]=1[C:30]1[CH:31]=[CH:32][C:33]2[O:38][CH2:37][CH2:36][CH2:35][C:34]=2[CH:39]=1)[C:7]([O:9][CH3:10])=[O:8])([CH3:4])([CH3:2])[CH3:3], predict the reactants needed to synthesize it. The reactants are: [C:1]([O:5][CH:6]([C:11]1[C:16]([C:17]([F:20])([F:19])[F:18])=[CH:15][CH:14]=[C:13](B2OC(C)(C)C(C)(C)O2)[C:12]=1[C:30]1[CH:31]=[CH:32][C:33]2[O:38][CH2:37][CH2:36][CH2:35][C:34]=2[CH:39]=1)[C:7]([O:9][CH3:10])=[O:8])([CH3:4])([CH3:3])[CH3:2].Br[C:41]1[CH:46]=[CH:45][CH:44]=[C:43]([CH2:47][CH2:48][CH3:49])[N:42]=1.C(=O)([O-])[O-].[Na+].[Na+].ClCCl. (2) The reactants are: [Cl:1][C:2]1[C:7]([C:8]2[CH:13]=[CH:12][CH:11]=[CH:10][CH:9]=2)=[N:6][N:5]=[C:4]2[N:14]([CH2:18][CH2:19][N:20]3[CH2:25][CH2:24][N:23]([CH3:26])[CH2:22][CH2:21]3)[N:15]=[C:16](I)[C:3]=12.[CH3:27][N:28]1[CH:32]=[C:31](B2OC(C)(C)C(C)(C)O2)[CH:30]=[N:29]1.[O-]P([O-])([O-])=O.[K+].[K+].[K+]. Given the product [Cl:1][C:2]1[C:7]([C:8]2[CH:13]=[CH:12][CH:11]=[CH:10][CH:9]=2)=[N:6][N:5]=[C:4]2[N:14]([CH2:18][CH2:19][N:20]3[CH2:25][CH2:24][N:23]([CH3:26])[CH2:22][CH2:21]3)[N:15]=[C:16]([C:31]3[CH:30]=[N:29][N:28]([CH3:27])[CH:32]=3)[C:3]=12, predict the reactants needed to synthesize it. (3) Given the product [Cl:12][C:8]1[CH:7]=[C:6]2[C:11](=[CH:10][CH:9]=1)[C:2]([C:18]([O:20][CH2:21][CH3:22])=[CH2:19])=[N:3][N:4]=[CH:5]2, predict the reactants needed to synthesize it. The reactants are: Cl[C:2]1[C:11]2[C:6](=[CH:7][C:8]([Cl:12])=[CH:9][CH:10]=2)[CH:5]=[N:4][N:3]=1.C([Sn](CCCC)(CCCC)[C:18]([O:20][CH2:21][CH3:22])=[CH2:19])CCC. (4) Given the product [C:23]([O:27][C:28]([NH:30][C:31]1[O:39][C:38]2[C:33](=[N:34][CH:35]=[C:36]([CH:40]3[CH2:42][CH2:41]3)[CH:37]=2)[C:32]=1[C:43]([NH:1][C:2]1[CH:3]=[N:4][CH:5]=[CH:6][C:7]=1[N:8]1[CH2:13][C@H:12]([CH3:14])[CH2:11][C@H:10]([NH:15][C:16](=[O:22])[O:17][C:18]([CH3:21])([CH3:20])[CH3:19])[CH2:9]1)=[O:44])=[O:29])([CH3:26])([CH3:24])[CH3:25], predict the reactants needed to synthesize it. The reactants are: [NH2:1][C:2]1[CH:3]=[N:4][CH:5]=[CH:6][C:7]=1[N:8]1[CH2:13][C@H:12]([CH3:14])[CH2:11][C@H:10]([NH:15][C:16](=[O:22])[O:17][C:18]([CH3:21])([CH3:20])[CH3:19])[CH2:9]1.[C:23]([O:27][C:28]([NH:30][C:31]1[O:39][C:38]2[C:33](=[N:34][CH:35]=[C:36]([CH:40]3[CH2:42][CH2:41]3)[CH:37]=2)[C:32]=1[C:43](O)=[O:44])=[O:29])([CH3:26])([CH3:25])[CH3:24].CCN(C(C)C)C(C)C.CN(C(ON1N=NC2C=CC=NC1=2)=[N+](C)C)C.F[P-](F)(F)(F)(F)F. (5) Given the product [C:5]1([CH:3]2[O:4][C:21](=[O:22])[NH:1][CH2:2]2)[CH:10]=[CH:9][CH:8]=[CH:7][CH:6]=1, predict the reactants needed to synthesize it. The reactants are: [NH2:1][CH2:2][CH:3]([C:5]1[CH:10]=[CH:9][CH:8]=[CH:7][CH:6]=1)[OH:4].N1C=CN=C1.C1N=CN([C:21](N2C=NC=C2)=[O:22])C=1. (6) Given the product [ClH:35].[CH2:1]1[C:6]2([CH2:11][CH2:10][NH:9][CH2:8][CH2:7]2)[CH2:5][N:4]([C:19]([O:21][CH2:22][C:23]2[CH:24]=[CH:25][CH:26]=[CH:27][CH:28]=2)=[O:20])[CH2:3][CH2:2]1, predict the reactants needed to synthesize it. The reactants are: [CH2:1]1[C:6]2([CH2:11][CH2:10][N:9](C(OC(C)(C)C)=O)[CH2:8][CH2:7]2)[CH2:5][N:4]([C:19]([O:21][CH2:22][C:23]2[CH:28]=[CH:27][CH:26]=[CH:25][CH:24]=2)=[O:20])[CH2:3][CH2:2]1.O1CCOCC1.[ClH:35]. (7) Given the product [CH3:8][N:4]1[C:5]([CH3:7])=[CH:6][C:2]([NH:1][C:19](=[O:20])[C:18]2[CH:22]=[CH:23][CH:24]=[C:25]([C:26]([F:27])([F:28])[F:29])[C:17]=2[F:16])=[N:3]1, predict the reactants needed to synthesize it. The reactants are: [NH2:1][C:2]1[CH:6]=[C:5]([CH3:7])[N:4]([CH3:8])[N:3]=1.C(N(CC)CC)C.[F:16][C:17]1[C:25]([C:26]([F:29])([F:28])[F:27])=[CH:24][CH:23]=[CH:22][C:18]=1[C:19](Cl)=[O:20].